From a dataset of Forward reaction prediction with 1.9M reactions from USPTO patents (1976-2016). Predict the product of the given reaction. (1) Given the reactants CS(O[CH2:6][CH:7]1[CH2:12][CH2:11][N:10]([C:13]([O:15][CH:16]([CH3:18])[CH3:17])=[O:14])[CH2:9][CH2:8]1)(=O)=O.[C-:19]#[N:20].[K+].C([O-])([O-])=O.[Cs+].[Cs+].O, predict the reaction product. The product is: [C:19]([CH2:6][CH:7]1[CH2:12][CH2:11][N:10]([C:13]([O:15][CH:16]([CH3:18])[CH3:17])=[O:14])[CH2:9][CH2:8]1)#[N:20]. (2) Given the reactants [CH2:1]([O:3][C:4](=[O:16])[CH:5]([C:11]([CH:13]1[CH2:15][CH2:14]1)=O)[C:6]([O:8][CH2:9][CH3:10])=[O:7])[CH3:2].C(N(CCCC)CCCC)CCC.P(Cl)(Cl)([Cl:32])=O, predict the reaction product. The product is: [CH2:1]([O:3][C:4](=[O:16])[C:5](=[C:11]([Cl:32])[CH:13]1[CH2:15][CH2:14]1)[C:6]([O:8][CH2:9][CH3:10])=[O:7])[CH3:2]. (3) Given the reactants C[O:2][C:3](=[O:50])[C:4]1[CH:9]=[CH:8][C:7]([CH2:10][N:11]2[CH2:17][CH2:16][CH2:15][C@H:14]([N:18]([CH2:25][C:26]3[CH:31]=[C:30]([C:32]([F:35])([F:34])[F:33])[CH:29]=[C:28]([C:36]([F:39])([F:38])[F:37])[CH:27]=3)[C:19]3[N:20]=[N:21][N:22]([CH3:24])[N:23]=3)[C:13]3[CH:40]=[C:41]([CH3:49])[C:42]([C:45]([F:48])([F:47])[F:46])=[C:43]([CH3:44])[C:12]2=3)=[CH:6][CH:5]=1.[OH-].[Na+], predict the reaction product. The product is: [F:34][C:32]([F:33])([F:35])[C:30]1[CH:31]=[C:26]([CH:27]=[C:28]([C:36]([F:39])([F:38])[F:37])[CH:29]=1)[CH2:25][N:18]([C:19]1[N:20]=[N:21][N:22]([CH3:24])[N:23]=1)[C@H:14]1[CH2:15][CH2:16][CH2:17][N:11]([CH2:10][C:7]2[CH:8]=[CH:9][C:4]([C:3]([OH:50])=[O:2])=[CH:5][CH:6]=2)[C:12]2[C:43]([CH3:44])=[C:42]([C:45]([F:46])([F:47])[F:48])[C:41]([CH3:49])=[CH:40][C:13]1=2. (4) The product is: [Cl:17][C:18]1[CH:23]=[CH:22][C:21]([C:24]2[CH2:29][CH2:28][N:27]([C:8]([C:7]3[CH:11]=[C:3]([CH:4]=[CH:5][C:6]=3[O:12][CH:13]([CH3:15])[CH3:14])[C:1]#[N:2])=[O:10])[CH2:26][CH:25]=2)=[CH:20][CH:19]=1. Given the reactants [C:1]([C:3]1[CH:4]=[CH:5][C:6]([O:12][CH:13]([CH3:15])[CH3:14])=[C:7]([CH:11]=1)[C:8]([OH:10])=O)#[N:2].Cl.[Cl:17][C:18]1[CH:23]=[CH:22][C:21]([C:24]2[CH2:25][CH2:26][NH:27][CH2:28][CH:29]=2)=[CH:20][CH:19]=1, predict the reaction product. (5) Given the reactants [CH2:1]([O:3][C:4]([C:6]1[C:7]([C:17]2[CH:22]=[CH:21][C:20]([F:23])=[CH:19][CH:18]=2)=[C:8]2[N:13]([CH:14]=1)[CH:12]=[C:11]([CH2:15][OH:16])[CH:10]=[CH:9]2)=[O:5])[CH3:2].C(N(CC)CC)C.[CH3:31][S:32](Cl)(=[O:34])=[O:33], predict the reaction product. The product is: [CH2:1]([O:3][C:4]([C:6]1[C:7]([C:17]2[CH:18]=[CH:19][C:20]([F:23])=[CH:21][CH:22]=2)=[C:8]2[N:13]([CH:14]=1)[CH:12]=[C:11]([CH2:15][O:16][S:32]([CH3:31])(=[O:34])=[O:33])[CH:10]=[CH:9]2)=[O:5])[CH3:2]. (6) The product is: [CH3:14][N:13]1[C:9]([O:8][C:6]2[CH:5]=[C:4]([CH3:19])[CH:3]=[C:2]([O:1][CH2:24]/[CH:23]=[CH:22]/[C:21]([F:27])([F:26])[F:20])[N:7]=2)=[CH:10][C:11]([C:15]([F:18])([F:17])[F:16])=[N:12]1. Given the reactants [OH:1][C:2]1[N:7]=[C:6]([O:8][C:9]2[N:13]([CH3:14])[N:12]=[C:11]([C:15]([F:18])([F:17])[F:16])[CH:10]=2)[CH:5]=[C:4]([CH3:19])[CH:3]=1.[F:20][C:21]([F:27])([F:26])[CH:22]=[CH:23][CH2:24]O.C1(P(C2C=CC=CC=2)C2C=CC=CC=2)C=CC=CC=1.N(C(OCC)=O)=NC(OCC)=O, predict the reaction product.